This data is from Catalyst prediction with 721,799 reactions and 888 catalyst types from USPTO. The task is: Predict which catalyst facilitates the given reaction. (1) Reactant: C([O:8][CH2:9][C:10]1([CH3:38])[O:33][C:14]2=[N:15][C:16]([C:26]3[CH:31]=[CH:30][CH:29]=[CH:28][C:27]=3[Cl:32])=[C:17]([C:19]3[CH:24]=[CH:23][C:22]([Cl:25])=[CH:21][CH:20]=3)[CH:18]=[C:13]2[CH:12]([NH:34][C:35](=[O:37])[CH3:36])[CH2:11]1)C1C=CC=CC=1. Product: [Cl:32][C:27]1[CH:28]=[CH:29][CH:30]=[CH:31][C:26]=1[C:16]1[N:15]=[C:14]2[O:33][C:10]([CH2:9][OH:8])([CH3:38])[CH2:11][CH:12]([NH:34][C:35](=[O:37])[CH3:36])[C:13]2=[CH:18][C:17]=1[C:19]1[CH:20]=[CH:21][C:22]([Cl:25])=[CH:23][CH:24]=1. The catalyst class is: 2. (2) Reactant: [C:1](N1C=CN=C1)(N1C=CN=C1)=[O:2].[O:13]1[CH2:18][CH2:17][CH:16]([NH2:19])[CH2:15][CH2:14]1.Cl.Cl.C([O:30][CH2:31][CH2:32][O:33][CH2:34][CH2:35][N:36]1[C:44]2[C:43]([NH:45][C:46]3[CH:51]=[CH:50][C:49]([O:52][C:53]4[CH:58]=[CH:57][CH:56]=[C:55]([NH2:59])[CH:54]=4)=[C:48]([Cl:60])[CH:47]=3)=[N:42][CH:41]=[N:40][C:39]=2[CH:38]=[CH:37]1)(=O)C1C=CC=CC=1.C(N(CC)CC)C. Product: [Cl:60][C:48]1[CH:47]=[C:46]([NH:45][C:43]2[C:44]3[N:36]([CH2:35][CH2:34][O:33][CH2:32][CH2:31][OH:30])[CH:37]=[CH:38][C:39]=3[N:40]=[CH:41][N:42]=2)[CH:51]=[CH:50][C:49]=1[O:52][C:53]1[CH:54]=[C:55]([NH:59][C:1]([NH:19][CH:16]2[CH2:17][CH2:18][O:13][CH2:14][CH2:15]2)=[O:2])[CH:56]=[CH:57][CH:58]=1. The catalyst class is: 93. (3) The catalyst class is: 3. Reactant: [C:1]([O:5][C:6]([N:8]1[C:16]2[C:11](=[CH:12][CH:13]=[CH:14][CH:15]=2)[C:10]([CH2:17][C:18]([N:20]([C:36]([O:38][C:39]([CH3:42])([CH3:41])[CH3:40])=[O:37])[CH2:21][C:22]([C:24]2[C:34]3=[C:35]4[C:30](=[CH:31][CH:32]=[CH:33]3)[CH2:29][CH2:28][CH2:27][N:26]4[CH:25]=2)=O)=[O:19])=[CH:9]1)=[O:7])([CH3:4])([CH3:3])[CH3:2].C1CCN2C(=NCCC2)CC1. Product: [C:1]([O:5][C:6]([N:8]1[C:16]2[C:11](=[CH:12][CH:13]=[CH:14][CH:15]=2)[C:10]([C:17]2[C:18](=[O:19])[N:20]([C:36]([O:38][C:39]([CH3:40])([CH3:41])[CH3:42])=[O:37])[CH2:21][C:22]=2[C:24]2[C:34]3=[C:35]4[C:30](=[CH:31][CH:32]=[CH:33]3)[CH2:29][CH2:28][CH2:27][N:26]4[CH:25]=2)=[CH:9]1)=[O:7])([CH3:3])([CH3:4])[CH3:2]. (4) Reactant: C([O:5][C:6](=[O:47])[CH2:7][CH2:8][C:9]1[CH:14]=[CH:13][C:12]([O:15][CH2:16][CH2:17][C:18]2[N:19]=[C:20]([C:24]3[CH:29]=[CH:28][C:27]([C:30]4[CH:35]=[CH:34][CH:33]=[CH:32][CH:31]=4)=[CH:26][CH:25]=3)[O:21][C:22]=2[CH3:23])=[CH:11][C:10]=1[CH2:36][NH:37][C:38]([C:40]1[CH:44]=[C:43]([Cl:45])[S:42][C:41]=1[Cl:46])=[O:39])(C)(C)C.C1(OC)C=CC=CC=1.C(O)(C(F)(F)F)=O. Product: [C:27]1([C:30]2[CH:35]=[CH:34][CH:33]=[CH:32][CH:31]=2)[CH:28]=[CH:29][C:24]([C:20]2[O:21][C:22]([CH3:23])=[C:18]([CH2:17][CH2:16][O:15][C:12]3[CH:13]=[CH:14][C:9]([CH2:8][CH2:7][C:6]([OH:47])=[O:5])=[C:10]([CH2:36][NH:37][C:38]([C:40]4[CH:44]=[C:43]([Cl:45])[S:42][C:41]=4[Cl:46])=[O:39])[CH:11]=3)[N:19]=2)=[CH:25][CH:26]=1. The catalyst class is: 2. (5) Reactant: [NH2:1][C:2]1[S:6][C:5]([C:7]([CH3:11])([CH3:10])[CH2:8][OH:9])=[N:4][N:3]=1.C(N(CC)CC)C.[C:19](O[C:19]([O:21][C:22]([CH3:25])([CH3:24])[CH3:23])=[O:20])([O:21][C:22]([CH3:25])([CH3:24])[CH3:23])=[O:20]. Product: [C:22]([O:21][C:19](=[O:20])[NH:1][C:2]1[S:6][C:5]([C:7]([CH3:11])([CH3:10])[CH2:8][OH:9])=[N:4][N:3]=1)([CH3:25])([CH3:24])[CH3:23]. The catalyst class is: 2. (6) Reactant: O.C1(C)C=CC(S(O)(=O)=O)=CC=1.[F:13][C:14]1[C:19]([F:20])=[C:18]([O:21][CH2:22][CH3:23])[CH:17]=[C:16]([CH3:24])[C:15]=1[CH:25](O)[CH2:26][CH:27]1[CH2:32][CH2:31][CH:30]([CH2:33][CH2:34][CH2:35][CH2:36][CH3:37])[CH2:29][CH2:28]1.O. Product: [F:13][C:14]1[C:19]([F:20])=[C:18]([O:21][CH2:22][CH3:23])[CH:17]=[C:16]([CH3:24])[C:15]=1[CH:25]=[CH:26][CH:27]1[CH2:32][CH2:31][CH:30]([CH2:33][CH2:34][CH2:35][CH2:36][CH3:37])[CH2:29][CH2:28]1. The catalyst class is: 11.